Dataset: Forward reaction prediction with 1.9M reactions from USPTO patents (1976-2016). Task: Predict the product of the given reaction. (1) Given the reactants [CH3:1][C:2]1[O:6][C:5]([C:7]2[CH:12]=[CH:11][CH:10]=[CH:9][CH:8]=2)=[N:4][C:3]=1[CH2:13][O:14][C:15]1[CH:16]=[C:17]([CH:28]=[CH:29][CH:30]=1)[CH2:18][S:19][C:20]1[CH:21]=[C:22]([CH:25]=[CH:26][CH:27]=1)[CH:23]=O.[C:31]([O:39][CH2:40][CH3:41])(=[O:38])[CH2:32][C:33]([O:35][CH2:36][CH3:37])=[O:34].C(O)(=O)C1C=CC=CC=1.N1CCCCC1, predict the reaction product. The product is: [CH3:1][C:2]1[O:6][C:5]([C:7]2[CH:8]=[CH:9][CH:10]=[CH:11][CH:12]=2)=[N:4][C:3]=1[CH2:13][O:14][C:15]1[CH:16]=[C:17]([CH:28]=[CH:29][CH:30]=1)[CH2:18][S:19][C:20]1[CH:21]=[C:22]([CH:25]=[CH:26][CH:27]=1)[CH2:23][CH:32]([C:33]([O:35][CH2:36][CH3:37])=[O:34])[C:31]([O:39][CH2:40][CH3:41])=[O:38]. (2) Given the reactants [Cl:1][C:2]1[CH:3]=[C:4]2[C:9](=[C:10]([Cl:20])[C:11]=1[O:12][CH2:13][CH:14]1[CH2:19][CH2:18][CH2:17][CH2:16][CH2:15]1)[O:8][CH:7]([C:21]([F:24])([F:23])[F:22])[C:6]([C:25]([OH:27])=[O:26])=[CH:5]2.C1([C@H](N)C)C2C(=CC=CC=2)C=CC=1, predict the reaction product. The product is: [Cl:1][C:2]1[CH:3]=[C:4]2[C:9](=[C:10]([Cl:20])[C:11]=1[O:12][CH2:13][CH:14]1[CH2:15][CH2:16][CH2:17][CH2:18][CH2:19]1)[O:8][C@@H:7]([C:21]([F:23])([F:24])[F:22])[C:6]([C:25]([OH:27])=[O:26])=[CH:5]2. (3) Given the reactants [CH3:1][O:2][C:3]1[CH:8]=[CH:7][C:6]([C:9]2[NH:13][N:12]=[C:11]([CH3:14])[C:10]=2[NH2:15])=[CH:5][CH:4]=1.[C:16](Cl)(=[O:23])[C:17]1[CH:22]=[CH:21][CH:20]=[CH:19][CH:18]=1, predict the reaction product. The product is: [CH3:1][O:2][C:3]1[CH:4]=[CH:5][C:6]([C:9]2[NH:13][N:12]=[C:11]([CH3:14])[C:10]=2[NH:15][C:16](=[O:23])[C:17]2[CH:22]=[CH:21][CH:20]=[CH:19][CH:18]=2)=[CH:7][CH:8]=1. (4) Given the reactants [CH3:1][O:2][C:3]1[CH:12]=[C:11]2[C:6]([C:7]([NH:13][C:14]3[CH:19]=[CH:18][C:17]([O:20][C:21]4[CH:26]=[CH:25][CH:24]=[CH:23][CH:22]=4)=[CH:16][CH:15]=3)=[N:8][CH:9]=[N:10]2)=[CH:5][C:4]=1[NH:27][C:28](=[O:38])[CH2:29]P(=O)(OCC)OCC.[CH3:39][N:40]([CH3:48])[CH2:41][CH:42](O)S([O-])(=O)=O.[Na+].[Li+].[Cl-].C(O[K])(C)(C)C, predict the reaction product. The product is: [CH3:39][N:40]([CH3:48])[CH2:41]/[CH:42]=[CH:29]/[C:28]([NH:27][C:4]1[CH:5]=[C:6]2[C:11](=[CH:12][C:3]=1[O:2][CH3:1])[N:10]=[CH:9][N:8]=[C:7]2[NH:13][C:14]1[CH:19]=[CH:18][C:17]([O:20][C:21]2[CH:26]=[CH:25][CH:24]=[CH:23][CH:22]=2)=[CH:16][CH:15]=1)=[O:38]. (5) Given the reactants C(N(S(F)(F)[F:7])CC)C.[CH3:10][O:11][C:12](=[O:33])[C@@H:13]([C@H:23](O)[C:24]([N:26]1[CH2:31][CH2:30][O:29][CH2:28][CH2:27]1)=[O:25])[CH2:14][CH2:15][CH2:16][C:17]1[CH:22]=[CH:21][CH:20]=[CH:19][CH:18]=1, predict the reaction product. The product is: [CH3:10][O:11][C:12](=[O:33])[C@@H:13]([CH:23]([F:7])[C:24]([N:26]1[CH2:31][CH2:30][O:29][CH2:28][CH2:27]1)=[O:25])[CH2:14][CH2:15][CH2:16][C:17]1[CH:22]=[CH:21][CH:20]=[CH:19][CH:18]=1. (6) Given the reactants [F:1][C:2]1[CH:14]=[C:13]([C:15]2[CH:16]=[N:17][N:18]([CH2:20][C:21](OC(C)(C)C)=[O:22])[CH:19]=2)[C:12]2[C:11]3[C:6](=[CH:7][CH:8]=[CH:9][CH:10]=3)[C:5]([OH:32])([C:28]([F:31])([F:30])[F:29])[C:4]=2[CH:3]=1.[CH:33](OCC)=[O:34].[H-].[Na+].Cl, predict the reaction product. The product is: [F:1][C:2]1[CH:14]=[C:13]([C:15]2[CH:16]=[N:17][N:18]([CH:20]([CH2:21][OH:22])[CH2:33][OH:34])[CH:19]=2)[C:12]2[C:11]3[C:6](=[CH:7][CH:8]=[CH:9][CH:10]=3)[C:5]([OH:32])([C:28]([F:29])([F:30])[F:31])[C:4]=2[CH:3]=1.